From a dataset of Forward reaction prediction with 1.9M reactions from USPTO patents (1976-2016). Predict the product of the given reaction. (1) Given the reactants [NH2:1][C:2]1[C:7]([F:8])=[C:6](Br)[N:5]=[C:4]([C:10]([O:12][CH3:13])=[O:11])[C:3]=1[Cl:14].[S:15]1[C:19]2[CH:20]=[CH:21][C:22](B(O)O)=[CH:23][C:18]=2[N:17]=[CH:16]1.[F-].[K+].CC#N, predict the reaction product. The product is: [NH2:1][C:2]1[C:7]([F:8])=[C:6]([C:22]2[CH:21]=[CH:20][C:19]3[S:15][CH:16]=[N:17][C:18]=3[CH:23]=2)[N:5]=[C:4]([C:10]([O:12][CH3:13])=[O:11])[C:3]=1[Cl:14]. (2) Given the reactants [CH:1]1([N:6]2[C:14]3[CH:13]=[CH:12][N:11]=[C:10]([O:15]C)[C:9]=3[C:8]([C:17]3[CH:18]=[C:19]([CH:23]=[CH:24][CH:25]=3)[C:20]([NH2:22])=[O:21])=[N:7]2)[CH2:5][CH2:4][CH2:3][CH2:2]1.[I-].[Na+].Cl[Si](C)(C)C.O, predict the reaction product. The product is: [CH:1]1([N:6]2[C:14]3[CH:13]=[CH:12][NH:11][C:10](=[O:15])[C:9]=3[C:8]([C:17]3[CH:18]=[C:19]([CH:23]=[CH:24][CH:25]=3)[C:20]([NH2:22])=[O:21])=[N:7]2)[CH2:5][CH2:4][CH2:3][CH2:2]1. (3) The product is: [Cl:1][C:2]1[CH:3]=[CH:4][C:5]2[C:15](=[CH:16][C:17]3[CH:18]=[C:19]([OH:35])[CH:20]=[CH:21][CH:22]=3)[C:10]3=[N:11][CH:12]=[CH:13][CH:14]=[C:9]3[CH2:8][CH2:7][C:6]=2[CH:32]=1. Given the reactants [Cl:1][C:2]1[CH:3]=[CH:4][C:5]2[C:15](=[CH:16][C:17]3[CH:22]=[CH:21][CH:20]=[C:19](B4OC(C)(C)C(C)(C)O4)[CH:18]=3)[C:10]3=[N:11][CH:12]=[CH:13][CH:14]=[C:9]3[CH2:8][CH2:7][C:6]=2[CH:32]=1.CC(O)=[O:35].O.OO, predict the reaction product. (4) Given the reactants C([N:8]1[CH2:13][CH2:12][N:11]([C:14]2[CH:15]=[C:16]([C:20](=[O:34])/[CH:21]=[CH:22]/[C:23]3[N:28]=[C:27](/[CH:29]=[CH:30]/[C:31]([OH:33])=O)[CH:26]=[CH:25][CH:24]=3)[CH:17]=[CH:18][CH:19]=2)[CH2:10][CH2:9]1)(OC(C)(C)C)=O.C1C=CC2[N:43]([OH:44])N=NC=2C=1.C(Cl)CCl.NOC1CCCCO1, predict the reaction product. The product is: [OH:44][NH:43][C:31](=[O:33])/[CH:30]=[CH:29]/[C:27]1[CH:26]=[CH:25][CH:24]=[C:23](/[CH:22]=[CH:21]/[C:20](=[O:34])[C:16]2[CH:17]=[CH:18][CH:19]=[C:14]([N:11]3[CH2:12][CH2:13][NH:8][CH2:9][CH2:10]3)[CH:15]=2)[N:28]=1. (5) Given the reactants [NH2:1][C:2]1[CH:3]=[C:4]([C:11]2[CH:16]=[CH:15][C:14]([C:17]([N:19]3[CH2:24][CH2:23][O:22][CH2:21][CH2:20]3)=[O:18])=[CH:13][CH:12]=2)[CH:5]=[CH:6][C:7]=1[N+:8]([O-])=O, predict the reaction product. The product is: [NH2:1][C:2]1[CH:3]=[C:4]([C:11]2[CH:12]=[CH:13][C:14]([C:17]([N:19]3[CH2:20][CH2:21][O:22][CH2:23][CH2:24]3)=[O:18])=[CH:15][CH:16]=2)[CH:5]=[CH:6][C:7]=1[NH2:8]. (6) Given the reactants [C:1]([C:5]1[CH:6]=[C:7]([NH:17][C:18]([NH:20][C:21]2[C:30]3[C:25](=[CH:26][CH:27]=[CH:28][CH:29]=3)[C:24]([O:31][C:32]3[CH:37]=[CH:36][N:35]=[C:34]([NH:38][C:39]4[CH:44]=[CH:43][CH:42]=[C:41]([O:45][CH3:46])[CH:40]=4)[CH:33]=3)=[CH:23][CH:22]=2)=[O:19])[C:8]([O:15][CH3:16])=[C:9]([CH:14]=1)[C:10]([O:12]C)=[O:11])([CH3:4])([CH3:3])[CH3:2].CO.C1COCC1, predict the reaction product. The product is: [C:1]([C:5]1[CH:6]=[C:7]([NH:17][C:18]([NH:20][C:21]2[C:30]3[C:25](=[CH:26][CH:27]=[CH:28][CH:29]=3)[C:24]([O:31][C:32]3[CH:37]=[CH:36][N:35]=[C:34]([NH:38][C:39]4[CH:44]=[CH:43][CH:42]=[C:41]([O:45][CH3:46])[CH:40]=4)[CH:33]=3)=[CH:23][CH:22]=2)=[O:19])[C:8]([O:15][CH3:16])=[C:9]([CH:14]=1)[C:10]([OH:12])=[O:11])([CH3:4])([CH3:2])[CH3:3]. (7) Given the reactants C([O:3][C:4](=[O:47])[CH2:5][C:6]1[C:14]2[C:9](=[CH:10][CH:11]=[CH:12][CH:13]=2)[N:8]([C:15]2[CH:20]=[CH:19][C:18]([S:21]([N:24]3[CH2:29][CH2:28][CH:27]([CH2:30][NH:31][CH2:32][C@H:33]([OH:46])[C:34]4[CH:39]=[CH:38][C:37]([OH:40])=[C:36](S(C)(=O)=O)[C:35]=4N)[CH2:26][CH2:25]3)(=[O:23])=[O:22])=[CH:17][CH:16]=2)[CH:7]=1)C.[OH-:48].[Na+].Cl, predict the reaction product. The product is: [OH:46][C@H:33]([C:34]1[CH:39]=[CH:38][C:37]([OH:40])=[C:36]([NH:24][S:21]([CH3:18])(=[O:22])=[O:48])[CH:35]=1)[CH2:32][NH:31][CH2:30][CH:27]1[CH2:28][CH2:29][N:24]([S:21]([C:18]2[CH:17]=[CH:16][C:15]([N:8]3[C:9]4[C:14](=[CH:13][CH:12]=[CH:11][CH:10]=4)[C:6]([CH2:5][C:4]([OH:3])=[O:47])=[CH:7]3)=[CH:20][CH:19]=2)(=[O:22])=[O:23])[CH2:25][CH2:26]1. (8) Given the reactants CN([C:4](=[CH2:13])[C:5]([C:7]1[CH:8]=[N:9][CH:10]=[CH:11][CH:12]=1)=O)C.[N+]([O-])(O)=O.[CH3:18][C:19]1[CH:24]=[CH:23][C:22]([N+:25]([O-:27])=[O:26])=[CH:21][C:20]=1[NH:28][C:29]([NH2:31])=[NH:30].[OH-].[Na+], predict the reaction product. The product is: [CH3:18][C:19]1[CH:24]=[CH:23][C:22]([N+:25]([O-:27])=[O:26])=[CH:21][C:20]=1[NH:28][C:29]1[N:31]=[C:5]([C:7]2[CH:8]=[N:9][CH:10]=[CH:11][CH:12]=2)[CH:4]=[CH:13][N:30]=1.